Predict the product of the given reaction. From a dataset of Forward reaction prediction with 1.9M reactions from USPTO patents (1976-2016). (1) Given the reactants [O:1]=[CH:2][CH:3]=[CH:4][C:5]1[CH:14]=[CH:13][C:8]([C:9]([O:11]C)=[O:10])=[CH:7][CH:6]=1.[OH-].[Na+], predict the reaction product. The product is: [O:1]=[CH:2][CH:3]=[CH:4][C:5]1[CH:14]=[CH:13][C:8]([C:9]([OH:11])=[O:10])=[CH:7][CH:6]=1. (2) Given the reactants [Br:1][C:2]1[N:7]=[C:6]([C:8]([O:10][CH3:11])=[O:9])[C:5]([OH:12])=[CH:4][CH:3]=1.[CH3:13][N:14]([CH3:25])[C:15]1[CH:16]=[C:17]([CH:22]=[CH:23][CH:24]=1)[O:18][CH2:19][CH2:20]O.N(C(OCC)=O)=NC(OCC)=O, predict the reaction product. The product is: [Br:1][C:2]1[N:7]=[C:6]([C:8]([O:10][CH3:11])=[O:9])[C:5]([O:12][CH2:20][CH2:19][O:18][C:17]2[CH:22]=[CH:23][CH:24]=[C:15]([N:14]([CH3:13])[CH3:25])[CH:16]=2)=[CH:4][CH:3]=1. (3) Given the reactants [F:1][C:2]1[CH:7]=[C:6]([O:8][CH2:9][CH2:10][N:11]2[CH2:16][CH2:15][CH2:14][CH2:13][CH2:12]2)[CH:5]=[C:4]([F:17])[C:3]=1[N:18]1[CH2:23][CH2:22][N:21](C(=O)C)[CH2:20][CH2:19]1.[ClH:27], predict the reaction product. The product is: [ClH:27].[ClH:27].[F:1][C:2]1[CH:7]=[C:6]([O:8][CH2:9][CH2:10][N:11]2[CH2:12][CH2:13][CH2:14][CH2:15][CH2:16]2)[CH:5]=[C:4]([F:17])[C:3]=1[N:18]1[CH2:19][CH2:20][NH:21][CH2:22][CH2:23]1. (4) Given the reactants [Br:1][C:2]1[CH:7]=[CH:6][C:5]([Br:8])=[CH:4][C:3]=1[S:9]([NH:12][C@H:13]1[CH2:17][N:16]([C:18](OC(C)(C)C)=O)[C@@H:15]([CH2:25][N:26]2[C:34](=[O:35])[C:33]3[C:28](=[CH:29][CH:30]=[CH:31][CH:32]=3)[C:27]2=[O:36])[CH2:14]1)(=[O:11])=[O:10].Cl.CC[N:40](C(C)C)C(C)C.BrC#N.C(Cl)Cl.C(O)C(N)(CO)CO, predict the reaction product. The product is: [Br:1][C:2]1[CH:7]=[CH:6][C:5]([Br:8])=[CH:4][C:3]=1[S:9]([NH:12][C@@H:13]1[CH2:14][C@H:15]([CH2:25][N:26]2[C:34](=[O:35])[C:33]3[C:28](=[CH:29][CH:30]=[CH:31][CH:32]=3)[C:27]2=[O:36])[N:16]([C:18]#[N:40])[CH2:17]1)(=[O:10])=[O:11]. (5) Given the reactants CC1C=CC(S(O[CH2:12][CH:13]2[CH2:17][C:16]3[CH:18]=[C:19]([Cl:30])[CH:20]=[C:21]([C:22]4[CH:27]=[CH:26][CH:25]=[CH:24][C:23]=4[O:28][CH3:29])[C:15]=3[O:14]2)(=O)=O)=CC=1.[CH3:31][NH2:32], predict the reaction product. The product is: [Cl:30][C:19]1[CH:20]=[C:21]([C:22]2[CH:27]=[CH:26][CH:25]=[CH:24][C:23]=2[O:28][CH3:29])[C:15]2[O:14][CH:13]([CH2:12][NH:32][CH3:31])[CH2:17][C:16]=2[CH:18]=1.